From a dataset of Reaction yield outcomes from USPTO patents with 853,638 reactions. Predict the reaction yield, written as a fraction of the theoretical maximum amount of product (1.0 means a 100% yield; for example, 0.34 means a 34% yield). (1) The reactants are [Br:1][C:2]1[CH:7]=[CH:6][C:5]([NH:8][C:9]2[C:17]([C:18]([OH:20])=O)=[CH:16][CH:15]=[C:14]3[C:10]=2[CH:11]=[N:12][NH:13]3)=[C:4]([F:21])[CH:3]=1.Cl.[NH2:23][O:24][CH2:25][C@@H:26]([OH:28])[CH3:27].CCN=C=NCCCN(C)C.C1C=CC2N(O)N=NC=2C=1.CCN(C(C)C)C(C)C. The catalyst is CN(C=O)C. The product is [OH:28][C@@H:26]([CH3:27])[CH2:25][O:24][NH:23][C:18]([C:17]1[C:9]([NH:8][C:5]2[CH:6]=[CH:7][C:2]([Br:1])=[CH:3][C:4]=2[F:21])=[C:10]2[C:14](=[CH:15][CH:16]=1)[NH:13][N:12]=[CH:11]2)=[O:20]. The yield is 0.440. (2) The catalyst is CC(C)=O. The reactants are [N+:1]([C:4]1[CH:9]=[CH:8][C:7]([OH:10])=[CH:6][CH:5]=1)([O-:3])=[O:2].Cl[CH2:12][C:13]1[O:17][N:16]=[C:15]([C:18]2[CH:23]=[CH:22][CH:21]=[CH:20][CH:19]=2)[N:14]=1.C([O-])([O-])=O.[K+].[K+]. The yield is 0.920. The product is [N+:1]([C:4]1[CH:9]=[CH:8][C:7]([O:10][CH2:12][C:13]2[O:17][N:16]=[C:15]([C:18]3[CH:19]=[CH:20][CH:21]=[CH:22][CH:23]=3)[N:14]=2)=[CH:6][CH:5]=1)([O-:3])=[O:2]. (3) The product is [Cl:1][C:2]1[N:3]=[C:4]([N:22]2[CH2:23][CH2:24][O:25][CH2:26][C@@H:21]2[CH3:20])[C:5]2[S:11][CH2:10][CH2:9][CH2:8][C:6]=2[N:7]=1. The reactants are [Cl:1][C:2]1[N:3]=[C:4](Cl)[C:5]2[S:11][CH2:10][CH2:9][CH2:8][C:6]=2[N:7]=1.CCN(CC)CC.[CH3:20][C@H:21]1[CH2:26][O:25][CH2:24][CH2:23][NH:22]1. The catalyst is CN(C=O)C. The yield is 0.870. (4) The reactants are [N:1]([CH2:4][C@@H:5]1[O:9][C:8](=[O:10])[N:7]([C:11]2[CH:16]=[CH:15][C:14]([O:17][CH2:18][C:19]3[CH:24]=[CH:23][CH:22]=[CH:21][CH:20]=3)=[C:13]([F:25])[CH:12]=2)[CH2:6]1)=[N+]=[N-].C1C=CC(P(C2C=CC=CC=2)C2C=CC=CC=2)=CC=1.O. The catalyst is C1COCC1. The product is [NH2:1][CH2:4][C@@H:5]1[O:9][C:8](=[O:10])[N:7]([C:11]2[CH:16]=[CH:15][C:14]([O:17][CH2:18][C:19]3[CH:20]=[CH:21][CH:22]=[CH:23][CH:24]=3)=[C:13]([F:25])[CH:12]=2)[CH2:6]1. The yield is 0.935. (5) The yield is 0.620. The product is [CH2:1]([NH:8][C:9]1[N:14]2[N:15]=[CH:16][C:17]([Br:18])=[C:13]2[N:12]=[CH:11][C:10]=1[C:19]([N:32]1[CH2:31][CH2:30][N:29]([C:26]2[CH:25]=[CH:24][C:23]([F:22])=[CH:28][CH:27]=2)[CH2:34][CH2:33]1)=[O:21])[C:2]1[CH:3]=[CH:4][CH:5]=[CH:6][CH:7]=1. The reactants are [CH2:1]([NH:8][C:9]1[N:14]2[N:15]=[CH:16][C:17]([Br:18])=[C:13]2[N:12]=[CH:11][C:10]=1[C:19]([OH:21])=O)[C:2]1[CH:7]=[CH:6][CH:5]=[CH:4][CH:3]=1.[F:22][C:23]1[CH:28]=[CH:27][C:26]([N:29]2[CH2:34][CH2:33][NH:32][CH2:31][CH2:30]2)=[CH:25][CH:24]=1. No catalyst specified. (6) The reactants are [O:1]1[C:5]2[CH:6]=[CH:7][CH:8]=[CH:9][C:4]=2[CH:3]=[C:2]1[C:10]1[CH:11]=[C:12]2[C:17](=[CH:18][CH:19]=1)[N:16]=[C:15]([C:20]([F:23])([F:22])[F:21])[CH:14]=[C:13]2[OH:24].C([O-])([O-])=O.[Cs+].[Cs+].Br[CH2:32][C:33]#[N:34]. The catalyst is CC(C)=O.CCOC(C)=O. The product is [O:1]1[C:5]2[CH:6]=[CH:7][CH:8]=[CH:9][C:4]=2[CH:3]=[C:2]1[C:10]1[CH:11]=[C:12]2[C:17](=[CH:18][CH:19]=1)[N:16]=[C:15]([C:20]([F:22])([F:21])[F:23])[CH:14]=[C:13]2[O:24][CH2:32][C:33]#[N:34]. The yield is 0.820. (7) The reactants are Cl[C:2]1[N:7]=[C:6]([CH:8]([CH:11]2[N:15]([CH2:16][CH3:17])[C:14]3[CH:18]=[CH:19][CH:20]=[CH:21][C:13]=3[NH:12]2)[C:9]#[N:10])[CH:5]=[CH:4][N:3]=1.[OH-].[NH4+:23]. No catalyst specified. The product is [NH2:23][C:2]1[N:7]=[C:6](/[C:8](=[C:11]2\[NH:12][C:13]3[CH:21]=[CH:20][CH:19]=[CH:18][C:14]=3[N:15]\2[CH2:16][CH3:17])/[C:9]#[N:10])[CH:5]=[CH:4][N:3]=1. The yield is 0.750.